This data is from Forward reaction prediction with 1.9M reactions from USPTO patents (1976-2016). The task is: Predict the product of the given reaction. (1) Given the reactants [CH2:1]([O:8][CH2:9][C:10]1[CH:15]=[CH:14][C:13]([C:16]([O:18][CH2:19][CH3:20])=[O:17])=[CH:12][N:11]=1)[C:2]1[CH:7]=[CH:6][CH:5]=[CH:4][CH:3]=1.Cl.[C:22]([O:26][CH2:27][CH3:28])(=[O:25])[CH:23]=[CH2:24], predict the reaction product. The product is: [CH2:1]([O:8][CH2:9][CH:10]1[CH2:15][CH2:14][CH:13]([C:16]([O:18][CH2:19][CH3:20])=[O:17])[CH2:12][N:11]1[CH2:24][CH2:23][C:22]([O:26][CH2:27][CH3:28])=[O:25])[C:2]1[CH:3]=[CH:4][CH:5]=[CH:6][CH:7]=1. (2) Given the reactants [C:1]([O:5][C:6](=[O:16])[NH:7][C:8]1[S:9][CH:10]=[C:11]([CH2:13][CH2:14][OH:15])[N:12]=1)([CH3:4])([CH3:3])[CH3:2].C(N(CC)CC)C.[CH3:24][S:25](Cl)(=[O:27])=[O:26], predict the reaction product. The product is: [C:1]([O:5][C:6]([NH:7][C:8]1[S:9][CH:10]=[C:11]([CH2:13][CH2:14][O:15][S:25]([CH3:24])(=[O:27])=[O:26])[N:12]=1)=[O:16])([CH3:4])([CH3:2])[CH3:3]. (3) Given the reactants [N:1]1[CH:2]=[CH:3][N:4]2[CH:9]=[C:8]([C:10]([OH:12])=O)[CH:7]=[CH:6][C:5]=12.[F:13][C:14]1[CH:15]=[C:16]([CH:25]=[CH:26][CH:27]=1)[O:17][C:18]1[S:22][C:21]([CH2:23][NH2:24])=[CH:20][CH:19]=1.F[P-](F)(F)(F)(F)F.N1([P+](N(C)C)(N(C)C)N(C)C)C2C=CC=CC=2N=N1.C(N(CC)CC)C, predict the reaction product. The product is: [F:13][C:14]1[CH:15]=[C:16]([CH:25]=[CH:26][CH:27]=1)[O:17][C:18]1[S:22][C:21]([CH2:23][NH:24][C:10]([C:8]2[CH:7]=[CH:6][C:5]3[N:4]([CH:3]=[CH:2][N:1]=3)[CH:9]=2)=[O:12])=[CH:20][CH:19]=1.